This data is from Merck oncology drug combination screen with 23,052 pairs across 39 cell lines. The task is: Regression. Given two drug SMILES strings and cell line genomic features, predict the synergy score measuring deviation from expected non-interaction effect. Drug 1: N#Cc1ccc(Cn2cncc2CN2CCN(c3cccc(Cl)c3)C(=O)C2)cc1. Drug 2: CCC1(O)C(=O)OCc2c1cc1n(c2=O)Cc2cc3c(CN(C)C)c(O)ccc3nc2-1. Cell line: RPMI7951. Synergy scores: synergy=7.52.